This data is from Experimental lipophilicity measurements (octanol/water distribution) for 4,200 compounds from AstraZeneca. The task is: Regression/Classification. Given a drug SMILES string, predict its absorption, distribution, metabolism, or excretion properties. Task type varies by dataset: regression for continuous measurements (e.g., permeability, clearance, half-life) or binary classification for categorical outcomes (e.g., BBB penetration, CYP inhibition). For this dataset (lipophilicity_astrazeneca), we predict Y. (1) The Y is 0.620 logD. The drug is CC1(c2ccccc2)CC(=O)NC(N)=N1. (2) The compound is O=C(O)c1ccc(-n2ncc(C(=O)NC3C4CC5CC(C4)CC3C5)c2C2CCC2)cc1. The Y is 1.33 logD.